From a dataset of NCI-60 drug combinations with 297,098 pairs across 59 cell lines. Regression. Given two drug SMILES strings and cell line genomic features, predict the synergy score measuring deviation from expected non-interaction effect. (1) Drug 1: C1=CC=C(C(=C1)C(C2=CC=C(C=C2)Cl)C(Cl)Cl)Cl. Drug 2: CC1C(C(CC(O1)OC2CC(CC3=C2C(=C4C(=C3O)C(=O)C5=CC=CC=C5C4=O)O)(C(=O)C)O)N)O. Cell line: CCRF-CEM. Synergy scores: CSS=34.9, Synergy_ZIP=-5.71, Synergy_Bliss=-7.56, Synergy_Loewe=-9.16, Synergy_HSA=-3.84. (2) Drug 1: CC1C(C(CC(O1)OC2CC(CC3=C2C(=C4C(=C3O)C(=O)C5=C(C4=O)C(=CC=C5)OC)O)(C(=O)CO)O)N)O.Cl. Drug 2: COC1=C(C=C2C(=C1)N=CN=C2NC3=CC(=C(C=C3)F)Cl)OCCCN4CCOCC4. Cell line: U251. Synergy scores: CSS=9.94, Synergy_ZIP=-3.27, Synergy_Bliss=-3.78, Synergy_Loewe=-0.377, Synergy_HSA=-1.07. (3) Drug 1: CC1=C(N=C(N=C1N)C(CC(=O)N)NCC(C(=O)N)N)C(=O)NC(C(C2=CN=CN2)OC3C(C(C(C(O3)CO)O)O)OC4C(C(C(C(O4)CO)O)OC(=O)N)O)C(=O)NC(C)C(C(C)C(=O)NC(C(C)O)C(=O)NCCC5=NC(=CS5)C6=NC(=CS6)C(=O)NCCC[S+](C)C)O. Drug 2: CN(CC1=CN=C2C(=N1)C(=NC(=N2)N)N)C3=CC=C(C=C3)C(=O)NC(CCC(=O)O)C(=O)O. Cell line: SF-268. Synergy scores: CSS=34.3, Synergy_ZIP=-7.02, Synergy_Bliss=-3.47, Synergy_Loewe=-0.705, Synergy_HSA=1.04.